This data is from Catalyst prediction with 721,799 reactions and 888 catalyst types from USPTO. The task is: Predict which catalyst facilitates the given reaction. (1) Reactant: [CH2:1]([N:8]([C@H:16]1[CH2:21][CH2:20][C@H:19]([C:22]2[CH:27]=[CH:26][C:25]([OH:28])=[CH:24][CH:23]=2)[CH2:18][CH2:17]1)[C:9](=[O:15])[O:10][C:11]([CH3:14])([CH3:13])[CH3:12])[C:2]1[CH:7]=[CH:6][CH:5]=[CH:4][CH:3]=1.N1C(C)=CC=CC=1C.[F:37][C:38]([F:51])([F:50])[S:39](O[S:39]([C:38]([F:51])([F:50])[F:37])(=[O:41])=[O:40])(=[O:41])=[O:40].O. Product: [F:37][C:38]([F:51])([F:50])[S:39]([O:28][C:25]1[CH:26]=[CH:27][C:22]([C@H:19]2[CH2:18][CH2:17][C@H:16]([N:8]([CH2:1][C:2]3[CH:3]=[CH:4][CH:5]=[CH:6][CH:7]=3)[C:9]([O:10][C:11]([CH3:14])([CH3:13])[CH3:12])=[O:15])[CH2:21][CH2:20]2)=[CH:23][CH:24]=1)(=[O:41])=[O:40]. The catalyst class is: 4. (2) Reactant: C([O:3][C:4](=[O:42])[CH2:5][CH2:6][NH:7][C:8](=[O:41])[C:9]1[CH:14]=[CH:13][C:12]([N:15]([CH2:28][C:29]2[CH:34]=[CH:33][C:32]([CH:35]3[CH2:40][CH2:39][CH2:38][CH2:37][CH2:36]3)=[CH:31][CH:30]=2)[CH2:16][C:17]2[CH:22]=[CH:21][C:20]([O:23][C:24]([F:27])([F:26])[F:25])=[CH:19][CH:18]=2)=[CH:11][CH:10]=1)C.[OH-].[Na+].C(O)(=O)C. Product: [CH:35]1([C:32]2[CH:33]=[CH:34][C:29]([CH2:28][N:15]([CH2:16][C:17]3[CH:18]=[CH:19][C:20]([O:23][C:24]([F:27])([F:26])[F:25])=[CH:21][CH:22]=3)[C:12]3[CH:13]=[CH:14][C:9]([C:8]([NH:7][CH2:6][CH2:5][C:4]([OH:42])=[O:3])=[O:41])=[CH:10][CH:11]=3)=[CH:30][CH:31]=2)[CH2:36][CH2:37][CH2:38][CH2:39][CH2:40]1. The catalyst class is: 8. (3) Reactant: [CH:1]1([C:4]([N:6]2[CH2:10][CH2:9][C@@H:8]([CH2:11][NH:12][C:13]3[C:14]([NH2:23])=[CH:15][C:16]([C:19]([F:22])([F:21])[F:20])=[CH:17][CH:18]=3)[CH2:7]2)=[O:5])[CH2:3][CH2:2]1.[CH:24]([C:26]1[CH:31]=[CH:30][C:29]([C:32]2[CH:33]=[C:34]3[C:38](=[CH:39][CH:40]=2)[NH:37][N:36]=[CH:35]3)=[CH:28][CH:27]=1)=O.OOS([O-])=O.[K+]. Product: [CH:1]1([C:4]([N:6]2[CH2:10][CH2:9][C@@H:8]([CH2:11][N:12]3[C:13]4[CH:18]=[CH:17][C:16]([C:19]([F:20])([F:21])[F:22])=[CH:15][C:14]=4[N:23]=[C:24]3[C:26]3[CH:27]=[CH:28][C:29]([C:32]4[CH:33]=[C:34]5[C:38](=[CH:39][CH:40]=4)[NH:37][N:36]=[CH:35]5)=[CH:30][CH:31]=3)[CH2:7]2)=[O:5])[CH2:3][CH2:2]1. The catalyst class is: 18. (4) Reactant: [C:1](Cl)([CH3:3])=[O:2].[CH3:5][N:6]([CH3:23])[C:7]1[CH:16]=[CH:15][C:14]2[C:9](=[CH:10][CH:11]=[C:12]([C:17]#[C:18][Si](C)(C)C)[CH:13]=2)[CH:8]=1.[Al+3].[Cl-].[Cl-].[Cl-]. Product: [CH3:5][N:6]([CH3:23])[C:7]1[CH:8]=[C:9]2[C:14](=[CH:15][CH:16]=1)[CH:13]=[C:12]([C:17]#[C:18][C:1](=[O:2])[CH3:3])[CH:11]=[CH:10]2. The catalyst class is: 2. (5) Reactant: [OH-].[Li+].[CH3:3][C:4]([O:7][C@H:8]([CH3:42])[C@@H:9]([C:38]([O:40]C)=[O:39])[NH:10][C:11]([C:13]1[CH:18]=[CH:17][C:16]([C:19]2[CH:24]=[CH:23][CH:22]=[CH:21][CH:20]=2)=[CH:15][C:14]=1[NH:25][C:26]([NH:28][C:29]1[C:34]([CH3:35])=[CH:33][C:32]([CH3:36])=[CH:31][C:30]=1[CH3:37])=[O:27])=[O:12])([CH3:6])[CH3:5].CO.O. Product: [CH3:6][C:4]([O:7][C@H:8]([CH3:42])[C@@H:9]([C:38]([OH:40])=[O:39])[NH:10][C:11]([C:13]1[CH:18]=[CH:17][C:16]([C:19]2[CH:24]=[CH:23][CH:22]=[CH:21][CH:20]=2)=[CH:15][C:14]=1[NH:25][C:26]([NH:28][C:29]1[C:34]([CH3:35])=[CH:33][C:32]([CH3:36])=[CH:31][C:30]=1[CH3:37])=[O:27])=[O:12])([CH3:3])[CH3:5]. The catalyst class is: 1. (6) Reactant: [OH:1][CH:2]1[CH2:7][CH2:6][CH2:5][NH:4][CH2:3]1.CCN(CC)CC.[C:15]([O:19][C:20](=O)[O:21]C(C)(C)C)([CH3:18])([CH3:17])[CH3:16]. Product: [C:15]([O:19][C:20]([N:4]1[CH2:5][CH2:6][CH2:7][CH:2]([OH:1])[CH2:3]1)=[O:21])([CH3:18])([CH3:17])[CH3:16]. The catalyst class is: 1. (7) Reactant: C[Si]([N-][Si](C)(C)C)(C)C.[K+].[C:11]([C:19]1[CH:20]=[C:21]([N:25]([CH2:31][C:32]2[CH:33]=[N:34][CH:35]=[CH:36][CH:37]=2)[S:26]([CH2:29][CH3:30])(=[O:28])=[O:27])[CH:22]=[CH:23][CH:24]=1)(=O)[C:12]1[CH:17]=[CH:16][CH:15]=[CH:14][CH:13]=1.[C:38]([O-])(O)=O.[Na+]. Product: [C:12]1([C:11]([C:19]2[CH:20]=[C:21]([N:25]([CH2:31][C:32]3[CH:33]=[N:34][CH:35]=[CH:36][CH:37]=3)[S:26]([CH2:29][CH3:30])(=[O:28])=[O:27])[CH:22]=[CH:23][CH:24]=2)=[CH2:38])[CH:17]=[CH:16][CH:15]=[CH:14][CH:13]=1. The catalyst class is: 307.